This data is from Reaction yield outcomes from USPTO patents with 853,638 reactions. The task is: Predict the reaction yield, written as a fraction of the theoretical maximum amount of product (1.0 means a 100% yield; for example, 0.34 means a 34% yield). (1) The reactants are [CH2:1]([O:8][C:9]1[CH:18]=[C:17]2[C:12]([C:13]([O:19][C:20]3[CH:21]=[C:22]4[C:26](=[CH:27][CH:28]=3)[NH:25][C:24]([CH3:29])=[C:23]4[CH3:30])=[N:14][CH:15]=[N:16]2)=[CH:11][C:10]=1[O:31][CH3:32])[C:2]1[CH:7]=[CH:6][CH:5]=[CH:4][CH:3]=1.[C:33](O[C:33]([O:35][C:36]([CH3:39])([CH3:38])[CH3:37])=[O:34])([O:35][C:36]([CH3:39])([CH3:38])[CH3:37])=[O:34]. The catalyst is CN(C)C1C=CN=CC=1.C(#N)C. The product is [CH2:1]([O:8][C:9]1[CH:18]=[C:17]2[C:12]([C:13]([O:19][C:20]3[CH:21]=[C:22]4[C:26](=[CH:27][CH:28]=3)[N:25]([C:33]([O:35][C:36]([CH3:39])([CH3:38])[CH3:37])=[O:34])[C:24]([CH3:29])=[C:23]4[CH3:30])=[N:14][CH:15]=[N:16]2)=[CH:11][C:10]=1[O:31][CH3:32])[C:2]1[CH:7]=[CH:6][CH:5]=[CH:4][CH:3]=1. The yield is 0.990. (2) The reactants are Cl.Cl.[OH:3][CH2:4][C@H:5]1[CH2:14][N:9]2[CH2:10][CH2:11][NH:12][CH2:13][C@@H:8]2[CH2:7][CH2:6]1.Cl[C:16]1[N:21]=[CH:20][C:19]([F:22])=[CH:18][N:17]=1.C(=O)([O-])[O-].[Na+].[Na+]. The catalyst is O. The product is [OH:3][CH2:4][C@H:5]1[CH2:14][N:9]2[CH2:10][CH2:11][N:12]([C:16]3[N:21]=[CH:20][C:19]([F:22])=[CH:18][N:17]=3)[CH2:13][C@@H:8]2[CH2:7][CH2:6]1. The yield is 0.810.